This data is from Full USPTO retrosynthesis dataset with 1.9M reactions from patents (1976-2016). The task is: Predict the reactants needed to synthesize the given product. (1) Given the product [CH3:31][N:9]1[C@:5]2([CH2:26][CH2:27][N:3]([CH3:2])[C:4]2=[O:28])[CH2:6][CH2:7][C@@H:8]1[C:10]1[CH:15]=[C:14]([C:16]2[CH:17]=[CH:18][C:19]([C:22]([F:25])([F:24])[F:23])=[CH:20][CH:21]=2)[CH:13]=[CH:12][N:11]=1, predict the reactants needed to synthesize it. The reactants are: Cl.[CH3:2][N:3]1[CH2:27][CH2:26][C@:5]2([NH:9][C@@H:8]([C:10]3[CH:15]=[C:14]([C:16]4[CH:21]=[CH:20][C:19]([C:22]([F:25])([F:24])[F:23])=[CH:18][CH:17]=4)[CH:13]=[CH:12][N:11]=3)[CH2:7][CH2:6]2)[C:4]1=[O:28].C=O.[C:31](O[BH-](OC(=O)C)OC(=O)C)(=O)C.[Na+]. (2) Given the product [Cl:57][C:19]1[CH:20]=[C:21]([C:22]2[N:30]=[C:29]([C:31]3[NH:35][C:34](=[O:36])[O:33][N:32]=3)[N:28]=[C:27]3[C:23]=2[N:24]([CH2:49][C@H:50]2[CH2:55][CH2:54][C@H:53]([CH3:56])[CH2:52][CH2:51]2)[C:25]([N:37]2[CH2:42][CH2:41][O:40][CH2:39][C@H:38]2[C:43]2[CH:48]=[CH:47][CH:46]=[CH:45][CH:44]=2)=[N:26]3)[C:16]([OH:15])=[N:17][CH:18]=1, predict the reactants needed to synthesize it. The reactants are: [SiH](CC)(CC)CC.C([O:15][C:16]1[C:21]([C:22]2[N:30]=[C:29]([C:31]3[NH:35][C:34](=[O:36])[O:33][N:32]=3)[N:28]=[C:27]3[C:23]=2[N:24]([CH2:49][C@H:50]2[CH2:55][CH2:54][C@H:53]([CH3:56])[CH2:52][CH2:51]2)[C:25]([N:37]2[CH2:42][CH2:41][O:40][CH2:39][C@H:38]2[C:43]2[CH:48]=[CH:47][CH:46]=[CH:45][CH:44]=2)=[N:26]3)=[CH:20][C:19]([Cl:57])=[CH:18][N:17]=1)C1C=CC=CC=1.